Dataset: Forward reaction prediction with 1.9M reactions from USPTO patents (1976-2016). Task: Predict the product of the given reaction. Given the reactants C(N(CC)CC)C.[F:8][C:9]1[C:14]([F:15])=[CH:13][CH:12]=[CH:11][C:10]=1[C@H:16]1[CH2:22][N:21]2[C:23]([CH2:26][C:27]([F:30])([F:29])[F:28])=[N:24][N:25]=[C:20]2[C@H:19]([NH2:31])[CH2:18][CH2:17]1.[C:32](N1C=CN=C1)(N1C=CN=C1)=[O:33].[NH:44]1[CH2:49][CH2:48][CH:47]([N:50]2[CH2:54][C:53](=[O:55])[NH:52][C:51]2=[O:56])[CH2:46][CH2:45]1, predict the reaction product. The product is: [F:8][C:9]1[C:14]([F:15])=[CH:13][CH:12]=[CH:11][C:10]=1[C@H:16]1[CH2:22][N:21]2[C:23]([CH2:26][C:27]([F:30])([F:28])[F:29])=[N:24][N:25]=[C:20]2[C@H:19]([NH:31][C:32]([N:44]2[CH2:45][CH2:46][CH:47]([N:50]3[CH2:54][C:53](=[O:55])[NH:52][C:51]3=[O:56])[CH2:48][CH2:49]2)=[O:33])[CH2:18][CH2:17]1.